From a dataset of Full USPTO retrosynthesis dataset with 1.9M reactions from patents (1976-2016). Predict the reactants needed to synthesize the given product. (1) Given the product [ClH:33].[ClH:33].[NH2:17][CH2:16][CH2:15][N:14]1[C:10]2[C:9]3[CH:8]=[CH:7][CH:6]=[CH:5][C:4]=3[N:3]=[C:2]([NH2:1])[C:11]=2[N:12]=[C:13]1[CH2:25][N:26]1[CH2:30][CH2:29][CH2:28][S:27]1(=[O:32])=[O:31], predict the reactants needed to synthesize it. The reactants are: [NH2:1][C:2]1[C:11]2[N:12]=[C:13]([CH2:25][N:26]3[CH2:30][CH2:29][CH2:28][S:27]3(=[O:32])=[O:31])[N:14]([CH2:15][CH2:16][NH:17]C(=O)OC(C)(C)C)[C:10]=2[C:9]2[CH:8]=[CH:7][CH:6]=[CH:5][C:4]=2[N:3]=1.[ClH:33].C(OCC)C. (2) Given the product [CH3:54][O:53][C@@H:28]([C@@H:27]([N:25]([CH3:26])[C:23](=[O:24])[C@H:19]([CH:20]([CH3:22])[CH3:21])[NH2:18])[C@@H:55]([CH3:58])[CH2:56][CH3:57])[CH2:29][C:30]([N:32]1[CH2:36][CH2:35][CH2:34][C@H:33]1[C@H:37]([O:51][CH3:52])[C@@H:38]([CH3:50])[C:39](=[O:49])[NH:40][CH2:41][CH2:42][C:43]1[CH:44]=[CH:45][CH:46]=[CH:47][CH:48]=1)=[O:31], predict the reactants needed to synthesize it. The reactants are: C1C2C(COC([NH:18][C@H:19]([C:23]([N:25]([C@@H:27]([C@@H:55]([CH3:58])[CH2:56][CH3:57])[C@H:28]([O:53][CH3:54])[CH2:29][C:30]([N:32]3[CH2:36][CH2:35][CH2:34][C@H:33]3[C@H:37]([O:51][CH3:52])[C@@H:38]([CH3:50])[C:39](=[O:49])[NH:40][CH2:41][CH2:42][C:43]3[CH:48]=[CH:47][CH:46]=[CH:45][CH:44]=3)=[O:31])[CH3:26])=[O:24])[CH:20]([CH3:22])[CH3:21])=O)C3C(=CC=CC=3)C=2C=CC=1.C(NCC)C. (3) Given the product [Cl:37][C:36]1[CH:35]=[CH:34][C:22]([CH2:23][NH:24][C:25]([C:27]2([C:30]([F:33])([F:32])[F:31])[CH2:29][CH2:28]2)=[O:26])=[CH:21][C:20]=1[NH:19][C:18]1[NH:17][C:3]2[CH:4]=[C:5]([N:9]3[CH2:13][CH2:12][CH2:11][C@H:10]3[CH2:14][O:15][CH3:16])[C:6]([Cl:8])=[CH:7][C:2]=2[N:1]=1, predict the reactants needed to synthesize it. The reactants are: [NH2:1][C:2]1[CH:7]=[C:6]([Cl:8])[C:5]([N:9]2[CH2:13][CH2:12][CH2:11][C@H:10]2[CH2:14][O:15][CH3:16])=[CH:4][C:3]=1[NH:17][C:18](=S)[NH:19][C:20]1[CH:21]=[C:22]([CH:34]=[CH:35][C:36]=1[Cl:37])[CH2:23][NH:24][C:25]([C:27]1([C:30]([F:33])([F:32])[F:31])[CH2:29][CH2:28]1)=[O:26].C(Cl)CCl.CN(C=O)C. (4) Given the product [OH:26][C@H:7]1[C@H:6]([O:5][CH2:4][CH2:3][O:2][CH3:1])[C:11]2[CH:12]=[CH:13][C:14]3[NH:15][C:16]([CH3:19])=[N:17][C:18]=3[C:10]=2[O:9][C@@H:8]1[C:20]1[CH:25]=[CH:24][CH:23]=[CH:22][CH:21]=1, predict the reactants needed to synthesize it. The reactants are: [CH3:1][O:2][CH2:3][CH2:4][O:5][C@@H:6]1[C:11]2[CH:12]=[CH:13][C:14]3[NH:15][C:16]([CH3:19])=[N:17][C:18]=3[C:10]=2[O:9][C@H:8]([C:20]2[CH:25]=[CH:24][CH:23]=[CH:22][CH:21]=2)[C@H:7]1[O:26]C(=O)C(C)(C)C.C(=O)([O-])[O-].[K+].[K+]. (5) Given the product [Cl:5][CH2:6][CH2:7][CH2:8][N:9]([CH2:10][C:11]1[CH:12]=[N:13][C:14]([Cl:17])=[CH:15][CH:16]=1)[C:19]1[CH2:21][O:22][C:23](=[O:24])[CH:18]=1, predict the reactants needed to synthesize it. The reactants are: C(O)(=O)C.[Cl:5][CH2:6][CH2:7][CH2:8][NH:9][CH2:10][C:11]1[CH:12]=[N:13][C:14]([Cl:17])=[CH:15][CH:16]=1.[CH2:18]1[C:23](=[O:24])[O:22][CH2:21][C:19]1=O.O. (6) The reactants are: [OH:1][C:2]1[C:11]2[C:6](=[N:7][CH:8]=[CH:9][CH:10]=2)[N:5]([CH2:12][CH2:13][CH:14]([CH3:16])[CH3:15])[C:4](=[O:17])[C:3]=1[C:18]1[NH:23][C:22]2[CH:24]=[CH:25][C:26]([NH:28][S:29]([NH:32][C:33]3[CH:34]=[C:35]([CH:41]=[CH:42][CH:43]=3)[C:36](OCC)=[O:37])(=[O:31])=[O:30])=[CH:27][C:21]=2[S:20](=[O:45])(=[O:44])[N:19]=1.[OH-].[NH4+:47]. Given the product [OH:1][C:2]1[C:11]2[C:6](=[N:7][CH:8]=[CH:9][CH:10]=2)[N:5]([CH2:12][CH2:13][CH:14]([CH3:16])[CH3:15])[C:4](=[O:17])[C:3]=1[C:18]1[NH:23][C:22]2[CH:24]=[CH:25][C:26]([NH:28][S:29]([NH:32][C:33]3[CH:34]=[C:35]([CH:41]=[CH:42][CH:43]=3)[C:36]([NH2:47])=[O:37])(=[O:31])=[O:30])=[CH:27][C:21]=2[S:20](=[O:45])(=[O:44])[N:19]=1, predict the reactants needed to synthesize it. (7) The reactants are: C([O:3][C:4](=[O:15])[CH:5]([O:7][C:8]1[CH:13]=[CH:12][C:11]([CH3:14])=[CH:10][CH:9]=1)[CH3:6])C.[OH-].[Na+]. Given the product [C:11]1([CH3:14])[CH:12]=[CH:13][C:8]([O:7][CH:5]([CH3:6])[C:4]([OH:15])=[O:3])=[CH:9][CH:10]=1, predict the reactants needed to synthesize it. (8) Given the product [F:43][C:35]1([F:42])[C@@H:34]([O:33][C:30]2[CH:31]=[CH:32][C:27]([C:25]3[N:26]=[C:21]([NH:20][C:17]4[CH:18]=[CH:19][C:14]([CH:11]5[CH2:12][CH2:13][NH:8][CH2:9][CH2:10]5)=[C:15]([CH3:46])[CH:16]=4)[N:22]=[CH:23][N:24]=3)=[CH:28][C:29]=2[C:44]#[N:45])[CH2:39][CH2:38][N:37]([CH:40]=[O:41])[CH2:36]1, predict the reactants needed to synthesize it. The reactants are: C(OC([N:8]1[CH2:13][CH2:12][CH:11]([C:14]2[CH:19]=[CH:18][C:17]([NH:20][C:21]3[N:26]=[C:25]([C:27]4[CH:32]=[CH:31][C:30]([O:33][C@H:34]5[CH2:39][CH2:38][N:37]([CH:40]=[O:41])[CH2:36][C:35]5([F:43])[F:42])=[C:29]([C:44]#[N:45])[CH:28]=4)[N:24]=[CH:23][N:22]=3)=[CH:16][C:15]=2[CH3:46])[CH2:10][CH2:9]1)=O)(C)(C)C.[F:42][C:35]1([F:43])[C@@H:34]([O:33][C:30]2[CH:31]=[CH:32][C:27]([C:25]3[N:26]=[C:21]([NH:20][C:17]4[CH:18]=[CH:19][C:14]([CH:11]5[CH2:10][CH2:9][NH:8][CH2:13][CH2:12]5)=[C:15]([CH3:46])[CH:16]=4)[N:22]=[CH:23][N:24]=3)=[CH:28][C:29]=2[C:44]#[N:45])[CH2:39][CH2:38][N:37]([CH:40]=[O:41])[CH2:36]1.FC(F)(F)C(O)=O. (9) Given the product [CH3:21][O:20][C:17]1[CH:18]=[CH:19][C:14]([CH2:13][O:12][C:4]2[CH:3]=[C:2]([C:31]3[C:30]4[C:25](=[CH:26][CH:27]=[CH:28][CH:29]=4)[C:24](=[O:42])[N:23]([CH3:22])[CH:32]=3)[CH:7]=[C:6]([S:8]([CH3:11])(=[O:10])=[O:9])[CH:5]=2)=[CH:15][CH:16]=1, predict the reactants needed to synthesize it. The reactants are: Br[C:2]1[CH:7]=[C:6]([S:8]([CH3:11])(=[O:10])=[O:9])[CH:5]=[C:4]([O:12][CH2:13][C:14]2[CH:19]=[CH:18][C:17]([O:20][CH3:21])=[CH:16][CH:15]=2)[CH:3]=1.[CH3:22][N:23]1[CH:32]=[C:31](B2OC(C)(C)C(C)(C)O2)[C:30]2[C:25](=[CH:26][CH:27]=[CH:28][CH:29]=2)[C:24]1=[O:42].[O-]P([O-])([O-])=O.[K+].[K+].[K+].